From a dataset of Full USPTO retrosynthesis dataset with 1.9M reactions from patents (1976-2016). Predict the reactants needed to synthesize the given product. Given the product [Na+:55].[F:21][C:18]1[CH:19]=[CH:20][C:15]([C:14]2[C:13]([C:22]3[CH:23]=[CH:24][CH:25]=[CH:26][CH:27]=3)=[C:12]([C:28](=[O:43])[NH:29][CH2:30][C:31]3[CH:36]=[CH:35][C:34]([C:37]([O:39][CH:40]([CH3:42])[CH3:41])=[O:38])=[CH:33][CH:32]=3)[N:11]([CH:44]([CH3:45])[CH3:46])[C:10]=2[CH:9]=[CH:8][C@@H:7]([OH:47])[CH2:6][C@@H:5]([OH:48])[CH2:4][C:3]([O-:49])=[O:2])=[CH:16][CH:17]=1, predict the reactants needed to synthesize it. The reactants are: C[O:2][C:3](=[O:49])[CH2:4][C@H:5]([OH:48])[CH2:6][C@H:7]([OH:47])[CH:8]=[CH:9][C:10]1[N:11]([CH:44]([CH3:46])[CH3:45])[C:12]([C:28](=[O:43])[NH:29][CH2:30][C:31]2[CH:36]=[CH:35][C:34]([C:37]([O:39][CH:40]([CH3:42])[CH3:41])=[O:38])=[CH:33][CH:32]=2)=[C:13]([C:22]2[CH:27]=[CH:26][CH:25]=[CH:24][CH:23]=2)[C:14]=1[C:15]1[CH:20]=[CH:19][C:18]([F:21])=[CH:17][CH:16]=1.C(O)C.O.[OH-].[Na+:55].